Predict the reactants needed to synthesize the given product. From a dataset of Full USPTO retrosynthesis dataset with 1.9M reactions from patents (1976-2016). (1) Given the product [NH2:1][C:2]1[C:7]2=[C:8]([C:14]3[S:15][C:16]4[C:22]([O:23][CH3:24])=[CH:21][C:20]([CH3:25])=[CH:19][C:17]=4[CH:18]=3)[C:9]([C:11]([N:62]3[CH2:61][CH2:60][NH:59][C:58](=[O:57])[CH2:63]3)=[O:13])=[CH:10][N:6]2[N:5]=[CH:4][N:3]=1, predict the reactants needed to synthesize it. The reactants are: [NH2:1][C:2]1[C:7]2=[C:8]([C:14]3[S:15][C:16]4[C:22]([O:23][CH3:24])=[CH:21][C:20]([CH3:25])=[CH:19][C:17]=4[CH:18]=3)[C:9]([C:11]([OH:13])=O)=[CH:10][N:6]2[N:5]=[CH:4][N:3]=1.CN(C(ON1N=NC2C=CC=CC1=2)=[N+](C)C)C.[B-](F)(F)(F)F.CCN(C(C)C)C(C)C.[O:57]=[C:58]1[CH2:63][NH:62][CH2:61][CH2:60][NH:59]1. (2) Given the product [NH2:20][C:18]1[N:19]=[C:14]([C:7]2[CH:8]=[CH:9][C:4]([C:1](=[O:3])[CH3:2])=[CH:5][CH:6]=2)[CH:15]=[C:16]([NH:21][CH3:22])[N:17]=1, predict the reactants needed to synthesize it. The reactants are: [C:1]([C:4]1[CH:9]=[CH:8][C:7](B(O)O)=[CH:6][CH:5]=1)(=[O:3])[CH3:2].I[C:14]1[N:19]=[C:18]([NH2:20])[N:17]=[C:16]([NH:21][CH3:22])[CH:15]=1. (3) Given the product [Cl:1][C:2]1[CH:3]=[C:4]2[C:8](=[CH:9][C:10]=1[O:11][CH3:12])[C:7]1([CH2:15][C:16](=[O:18])[NH:17][C:13]1=[O:21])[CH2:6][CH2:5]2, predict the reactants needed to synthesize it. The reactants are: [Cl:1][C:2]1[CH:3]=[C:4]2[C:8](=[CH:9][C:10]=1[O:11][CH3:12])[C:7]([CH2:15][C:16]#[N:17])([C:13]#N)[CH2:6][CH2:5]2.[OH2:18].CC(O)=[O:21]. (4) Given the product [CH2:45]([N:1]1[CH2:6][CH2:5][CH2:4][C@H:3]([CH2:7][NH:8][C:9]([C@H:11]2[CH2:15][CH2:14][CH2:13][N:12]2[C:16]([C@@H:18]2[CH2:22][CH2:21][CH2:20][N:19]2[C:23](=[O:44])[CH2:24][C:25]([C:32]2[CH:33]=[CH:34][CH:35]=[CH:36][CH:37]=2)([C:38]2[CH:43]=[CH:42][CH:41]=[CH:40][CH:39]=2)[C:26]2[CH:31]=[CH:30][CH:29]=[CH:28][CH:27]=2)=[O:17])=[O:10])[CH2:2]1)[CH2:46][CH3:47], predict the reactants needed to synthesize it. The reactants are: [NH:1]1[CH2:6][CH2:5][CH2:4][C@H:3]([CH2:7][NH:8][C:9]([C@H:11]2[CH2:15][CH2:14][CH2:13][N:12]2[C:16]([C@@H:18]2[CH2:22][CH2:21][CH2:20][N:19]2[C:23](=[O:44])[CH2:24][C:25]([C:38]2[CH:43]=[CH:42][CH:41]=[CH:40][CH:39]=2)([C:32]2[CH:37]=[CH:36][CH:35]=[CH:34][CH:33]=2)[C:26]2[CH:31]=[CH:30][CH:29]=[CH:28][CH:27]=2)=[O:17])=[O:10])[CH2:2]1.[CH:45](=O)[CH2:46][CH3:47]. (5) Given the product [O:3]1[C:8]2=[CH:9][CH:10]=[CH:11][C:7]2=[CH:6][C:5]([CH:12]2[CH2:17][CH2:16][CH2:15][CH2:14][N:13]2[CH2:18][CH2:19][C@H:20]2[CH2:21][CH2:22][C@H:23]([NH:26][C:32](=[O:33])[CH2:31][CH:27]3[CH2:30][CH2:29][CH2:28]3)[CH2:24][CH2:25]2)=[CH:4]1, predict the reactants needed to synthesize it. The reactants are: Cl.Cl.[O:3]1[C:8]2=[CH:9][CH:10]=[CH:11][C:7]2=[CH:6][C:5]([CH:12]2[CH2:17][CH2:16][CH2:15][CH2:14][N:13]2[CH2:18][CH2:19][C@H:20]2[CH2:25][CH2:24][C@H:23]([NH2:26])[CH2:22][CH2:21]2)=[CH:4]1.[CH:27]1([CH2:31][C:32](N)=[O:33])[CH2:30][CH2:29][CH2:28]1. (6) The reactants are: Cl.[NH2:2][C@@H:3]([CH:28]([CH3:30])[CH3:29])[C:4]([N:6]1[CH2:10][C@H:9]([OH:11])[CH2:8][C@H:7]1[C:12]([NH:14][CH2:15][C:16]1[CH:21]=[CH:20][C:19]([C:22]2[S:26][CH:25]=[N:24][C:23]=2[CH3:27])=[CH:18][CH:17]=1)=[O:13])=[O:5].[CH3:31][O:32][CH2:33][C:34](O)=[O:35].CCN(C(C)C)C(C)C.CN(C(ON1N=NC2C=CC=NC1=2)=[N+](C)C)C.F[P-](F)(F)(F)(F)F. Given the product [OH:11][C@H:9]1[CH2:10][N:6]([C:4](=[O:5])[C@@H:3]([NH:2][C:34](=[O:35])[CH2:33][O:32][CH3:31])[CH:28]([CH3:30])[CH3:29])[C@H:7]([C:12]([NH:14][CH2:15][C:16]2[CH:21]=[CH:20][C:19]([C:22]3[S:26][CH:25]=[N:24][C:23]=3[CH3:27])=[CH:18][CH:17]=2)=[O:13])[CH2:8]1, predict the reactants needed to synthesize it.